This data is from Forward reaction prediction with 1.9M reactions from USPTO patents (1976-2016). The task is: Predict the product of the given reaction. (1) Given the reactants [CH3:1][CH2:2][CH2:3][CH2:4][C:5]1[O:13][C:12]2[CH:11]=[CH:10][C:9]([NH:14]S(C)(=O)=O)=[CH:8][C:7]=2[C:6]=1[C:19]([C:21]1[CH:22]=[CH:23][C:24]([O:27][CH2:28][CH2:29][CH2:30][N:31]([CH2:36][CH2:37][CH2:38][CH3:39])[CH2:32][CH2:33][CH2:34][CH3:35])=[CH:25][CH:26]=1)=[O:20].C(C1OC2C=CC([N+]([O-])=O)=CC=2C=1C(=O)C1C=CC(OCCCN(CCCC)CCCC)=CC=1)CCC.[H][H], predict the reaction product. The product is: [CH2:4]([C:5]1[O:13][C:12]2[CH:11]=[CH:10][C:9]([NH2:14])=[CH:8][C:7]=2[C:6]=1[C:19](=[O:20])[C:21]1[CH:26]=[CH:25][C:24]([O:27][CH2:28][CH2:29][CH2:30][N:31]([CH2:32][CH2:33][CH2:34][CH3:35])[CH2:36][CH2:37][CH2:38][CH3:39])=[CH:23][CH:22]=1)[CH2:3][CH2:2][CH3:1]. (2) Given the reactants [H-].[Al+3].[Li+].[H-].[H-].[H-].[Cl:7][C:8]1[CH:9]=[CH:10][C:11]2[N:17]3[CH:18]=[CH:19][CH:20]=[C:16]3[C@@H:15]([CH2:21][CH2:22][N:23]3[CH:27]=[C:26]([C:28](OCC)=[O:29])[N:25]=[N:24]3)[O:14][C@H:13]([C:33]3[CH:38]=[CH:37][CH:36]=[C:35]([O:39][CH3:40])[C:34]=3[O:41][CH3:42])[C:12]=2[CH:43]=1.O, predict the reaction product. The product is: [Cl:7][C:8]1[CH:9]=[CH:10][C:11]2[N:17]3[CH:18]=[CH:19][CH:20]=[C:16]3[C@@H:15]([CH2:21][CH2:22][N:23]3[CH:27]=[C:26]([CH2:28][OH:29])[N:25]=[N:24]3)[O:14][C@H:13]([C:33]3[CH:38]=[CH:37][CH:36]=[C:35]([O:39][CH3:40])[C:34]=3[O:41][CH3:42])[C:12]=2[CH:43]=1. (3) Given the reactants [N:1]1([S:11]([C:14]2[CH:15]=[C:16]([N:20]3[C:25](=[O:26])[C:24]4=[C:27]([CH:30]=[O:31])[S:28][CH:29]=[C:23]4[NH:22][C:21]3=[O:32])[CH:17]=[CH:18][CH:19]=2)(=[O:13])=[O:12])[C:10]2[C:5](=[CH:6][CH:7]=[CH:8][CH:9]=2)[CH2:4][CH2:3][CH2:2]1.C1(C)C=CC(S([CH2:42][N:43]=[C:44]=O)(=O)=O)=CC=1.C(=O)([O-])[O-].[K+].[K+], predict the reaction product. The product is: [N:1]1([S:11]([C:14]2[CH:15]=[C:16]([N:20]3[C:25](=[O:26])[C:24]4=[C:27]([C:30]5[O:31][CH:44]=[N:43][CH:42]=5)[S:28][CH:29]=[C:23]4[NH:22][C:21]3=[O:32])[CH:17]=[CH:18][CH:19]=2)(=[O:13])=[O:12])[C:10]2[C:5](=[CH:6][CH:7]=[CH:8][CH:9]=2)[CH2:4][CH2:3][CH2:2]1. (4) Given the reactants Cl.Cl.[CH2:3]([O:5][C:6]1[CH:7]=[C:8]([C:12]2([CH2:18][CH2:19][N:20]3[CH:25]4[CH2:26][CH2:27][CH:21]3[CH2:22][CH:23]([N:28]3[C:32]5[CH:33]=[CH:34][CH:35]=[CH:36][C:31]=5[N:30]=[C:29]3[CH3:37])[CH2:24]4)[CH2:17][CH2:16][NH:15][CH2:14][CH2:13]2)[CH:9]=[CH:10][CH:11]=1)[CH3:4].C(N(CC)CC)C.[Cl:45][C:46]1[CH:54]=[CH:53][C:49]([C:50](O)=[O:51])=[CH:48][C:47]=1[S:55](=[O:58])(=[O:57])[NH2:56].F[P-](F)(F)(F)(F)F.N1(OC(N(C)C)=[N+](C)C)C2N=CC=CC=2N=N1, predict the reaction product. The product is: [Cl:45][C:46]1[CH:54]=[CH:53][C:49]([C:50]([N:15]2[CH2:16][CH2:17][C:12]([C:8]3[CH:9]=[CH:10][CH:11]=[C:6]([O:5][CH2:3][CH3:4])[CH:7]=3)([CH2:18][CH2:19][N:20]3[C@H:21]4[CH2:27][CH2:26][C@@H:25]3[CH2:24][CH:23]([N:28]3[C:32]5[CH:33]=[CH:34][CH:35]=[CH:36][C:31]=5[N:30]=[C:29]3[CH3:37])[CH2:22]4)[CH2:13][CH2:14]2)=[O:51])=[CH:48][C:47]=1[S:55]([NH2:56])(=[O:58])=[O:57]. (5) Given the reactants C[O:2][C:3](=[O:17])[C:4]1[CH:9]=[CH:8][C:7]([C:10]([F:13])([F:12])[F:11])=[CH:6][C:5]=1[CH:14]1[CH2:16][CH2:15]1.[OH-].[Na+], predict the reaction product. The product is: [CH:14]1([C:5]2[CH:6]=[C:7]([C:10]([F:11])([F:12])[F:13])[CH:8]=[CH:9][C:4]=2[C:3]([OH:17])=[O:2])[CH2:16][CH2:15]1.